This data is from Catalyst prediction with 721,799 reactions and 888 catalyst types from USPTO. The task is: Predict which catalyst facilitates the given reaction. (1) Reactant: [OH-].[Na+].[F:3][C:4]1[CH:9]=[CH:8][C:7]([O:10][C:11]2[CH:12]=[C:13]([CH:18]=[C:19]([O:21][CH2:22][C:23]3[CH:28]=[CH:27][CH:26]=[CH:25][CH:24]=3)[CH:20]=2)[C:14]([O:16]C)=[O:15])=[CH:6][CH:5]=1. Product: [F:3][C:4]1[CH:9]=[CH:8][C:7]([O:10][C:11]2[CH:12]=[C:13]([CH:18]=[C:19]([O:21][CH2:22][C:23]3[CH:28]=[CH:27][CH:26]=[CH:25][CH:24]=3)[CH:20]=2)[C:14]([OH:16])=[O:15])=[CH:6][CH:5]=1. The catalyst class is: 92. (2) Reactant: Cl[C:2]1[C:11]2[C:6](=[CH:7][N:8]=[C:9]([Cl:12])[CH:10]=2)[N:5]=[CH:4][C:3]=1[C:13]#[N:14].C(O)C.[Br:18][C:19]1[CH:20]=[C:21]([CH:23]=[CH:24][CH:25]=1)[NH2:22]. Product: [Br:18][C:19]1[CH:20]=[C:21]([NH:22][C:2]2[C:11]3[C:6](=[CH:7][N:8]=[C:9]([Cl:12])[CH:10]=3)[N:5]=[CH:4][C:3]=2[C:13]#[N:14])[CH:23]=[CH:24][CH:25]=1. The catalyst class is: 28. (3) Reactant: [F:1][C:2]1[CH:7]=[C:6]([CH3:8])[C:5]([N+:9]([O-])=O)=[CH:4][C:3]=1[N+:12]([O-])=O. Product: [F:1][C:2]1[CH:7]=[C:6]([CH3:8])[C:5]([NH2:9])=[CH:4][C:3]=1[NH2:12]. The catalyst class is: 19.